This data is from Reaction yield outcomes from USPTO patents with 853,638 reactions. The task is: Predict the reaction yield, written as a fraction of the theoretical maximum amount of product (1.0 means a 100% yield; for example, 0.34 means a 34% yield). The reactants are [F:1][C:2]1[CH:3]=[C:4]([NH:12][CH2:13][CH:14]2[CH2:17][CH2:16][O:15]2)[C:5]([C:8]([O:10][CH3:11])=[O:9])=[N:6][CH:7]=1.C1C(=O)N([Br:25])C(=O)C1. The catalyst is C(#N)C. The product is [Br:25][C:7]1[N:6]=[C:5]([C:8]([O:10][CH3:11])=[O:9])[C:4]([NH:12][CH2:13][CH:14]2[CH2:17][CH2:16][O:15]2)=[CH:3][C:2]=1[F:1]. The yield is 0.840.